Dataset: Experimentally validated miRNA-target interactions with 360,000+ pairs, plus equal number of negative samples. Task: Binary Classification. Given a miRNA mature sequence and a target amino acid sequence, predict their likelihood of interaction. (1) The miRNA is mmu-miR-224-5p with sequence UAAGUCACUAGUGGUUCCGUU. The protein sequence of the target gene is MSHVAVENALGLDQQFAGLDLNSSDNQSGGSTASKGRYIPPHLRNREATKGFYDKDSSGWSSSKDKDAYSSFGSRGDSRGKSSFFGDRGSGSRGRFDDRGRGDYDGIGGRGDRSGFGKFERGGNSRWCDKSDEDDWSKPLPPSERLEQELFSGGNTGINFEKYDDIPVEATGNNCPPHIESFSDVEMGEIIMGNIELTRYTRPTPVQKHAIPIIKEKRDLMACAQTGSGKTAAFLLPILSQIYADGPGEALRAMKENGRYGRRKQYPISLVLAPTRELAVQIYEEARKFSYRSRVRPCVV.... Result: 1 (interaction). (2) The miRNA is hsa-miR-6729-5p with sequence UGGGCGAGGGCGGCUGAGCGGC. The protein sequence of the target gene is MPFLGQDWRSPGWSWIKTEDGWKRCESCSQKLERENNRCNISHSIILNSEDGEIFNNEEHEYASKKRKKDHFRNDTNTQSFYREKWIYVHKESTKERHGYCTLGEAFNRLDFSSAIQDIRRFNYVVKLLQLIAKSQLTSLSGVAQKNYFNILDKIVQKVLDDHHNPRLIKDLLQDLSSTLCILIRGVGKSVLVGNINIWICRLETILAWQQQLQDLQMTKQVNNGLTLSDLPLHMLNNILYRFSDGWDIITLGQVTPTLYMLSEDRQLWKKLCQYHFAEKQFCRHLILSEKGHIEWKLMY.... Result: 0 (no interaction). (3) The miRNA is hsa-miR-6726-5p with sequence CGGGAGCUGGGGUCUGCAGGU. Result: 0 (no interaction). The protein sequence of the target gene is MDSDSCAAAFHPEEYSPSCKRRRTVEDFNKFCTFVLAYAGYIPYPKEELPLRSSPSPANSTAGTIDSDGWDAGFSDIASSVPLPVSDRCFSHLQPTLLQRAKPSNFLLDRKKTDKLKKKKKRKRRDSDAPGKEGYRGGLLKLEAADPYVETPTSPTLQDIPQAPSDPCSGWDSDTPSSGSCATVSPDQVKEIKTEGKRTIVRQGKQVVFRDEDSTGNDEDIMVDSDDDSWDLVTCFCMKPFAGRPMIECNECHTWIHLSCAKIRKSNVPEVFVCQKCRDSKFDIRRSNRSRTGSRKLFLD.... (4) The miRNA is hsa-miR-7152-5p with sequence UUUCCUGUCCUCCAACCAGACC. The protein sequence of the target gene is MWKWILTHCASAFPHLPGCCCCCFLLLFLVSSVPVTCQALGQDMVSPEATNSSSSSFSSPSSAGRHVRSYNHLQGDVRWRKLFSFTKYFLKIEKNGKVSGTKKENCPYSILEITSVEIGVVAVKAINSNYYLAMNKKGKLYGSKEFNNDCKLKERIEENGYNTYASFNWQHNGRQMYVALNGKGAPRRGQKTRRKNTSAHFLPMVVHS. Result: 1 (interaction). (5) The miRNA is hsa-miR-5010-5p with sequence AGGGGGAUGGCAGAGCAAAAUU. The protein sequence of the target gene is MVFYFTSSSVNSSTYTIYMGKDKYENEDLIKYGWPEDIWFHVDKLSSAHVYLRLQKGEKIEDIPKEVLMDCAHLVKANSIQGCKMNNVNVVYTPWSNLKKTADMDVGQIGFHRQKDVKIVTVEKKVNEILNRLEKTKLEKFPDLAAEKEGRDREERNEKKAQIQEMKRKEKEEMKKKREMDELRSYSSLMKVENMSSNQDGNDSDEFM. Result: 0 (no interaction). (6) The miRNA is hsa-miR-10b-3p with sequence ACAGAUUCGAUUCUAGGGGAAU. The protein sequence of the target gene is MAAPWASLRLVAPMWNGRIRGIHRLGAAVAPEGNQKKKRTILQFLTNYFYDVEALRDYLLQREMYKVHEKNRSYTWLEKQHGPYGAGAFFILKQGGAVKFRDKEWIRPDKYGHFSQEFWNFCEVPVEAVDAGDCDINYEGLDNLLRLKELQSLSLQRCCHVDDWCLSRLYPLADSLQELSLAGCPRISERGLACLHHLQNLRRLDISDLPAVSNPGLTQILVEEMLPNCEVVGVDWAEGLKSGPEEQPRDTASPVPA. Result: 0 (no interaction).